Dataset: Full USPTO retrosynthesis dataset with 1.9M reactions from patents (1976-2016). Task: Predict the reactants needed to synthesize the given product. (1) Given the product [S:22]1[C:18]2[CH:17]=[C:16]([N:13]3[CH2:14][CH2:15][N:11]([C:6]4[CH:7]=[N:8][CH:9]=[CH:10][C:5]=4[C:4]([NH2:29])=[O:26])[C:12]3=[O:25])[CH:24]=[CH:23][C:19]=2[N:20]=[CH:21]1, predict the reactants needed to synthesize it. The reactants are: C(O[C:4](=[O:26])[C:5]1[CH:10]=[CH:9][N:8]=[CH:7][C:6]=1[N:11]1[CH2:15][CH2:14][N:13]([C:16]2[CH:24]=[CH:23][C:19]3[N:20]=[CH:21][S:22][C:18]=3[CH:17]=2)[C:12]1=[O:25])C.CO.[NH3:29]. (2) Given the product [Cl:1][C:2]1[N:7]=[C:6]([C:8]2[NH:16][C:15]3[C:10](=[N:11][C:12]([O:24][CH3:25])=[CH:13][CH:14]=3)[CH:9]=2)[C:5]([OH:26])=[CH:4][CH:3]=1, predict the reactants needed to synthesize it. The reactants are: [Cl:1][C:2]1[N:7]=[C:6]([C:8]2[N:16](C(OC(C)(C)C)=O)[C:15]3[C:10](=[N:11][C:12]([O:24][CH3:25])=[CH:13][CH:14]=3)[CH:9]=2)[C:5]([OH:26])=[CH:4][CH:3]=1.C(O)(C(F)(F)F)=O.